Task: Predict the product of the given reaction.. Dataset: Forward reaction prediction with 1.9M reactions from USPTO patents (1976-2016) (1) The product is: [Si:40]([O:39][C@H:38]1[C@@H:37]([O:47][Si:48]([C:51]([CH3:53])([CH3:54])[CH3:52])([CH3:49])[CH3:50])[C@H:36]([N:55]2[CH:60]=[CH:59][C:58](=[O:61])[N:57]([CH2:62][C:63]3[CH:68]=[CH:67][C:66]([O:69][CH3:70])=[CH:65][CH:64]=3)[C:56]2=[O:71])[O:35][CH:34]1[C@H:32]([OH:33])[C@@H:24]([C:25]([O:27][C:28]([CH3:31])([CH3:30])[CH3:29])=[O:26])[NH:23][CH2:19][CH2:18][CH2:17][NH:16][C:15](=[O:21])[C@H:11]([C@@H:12]([OH:14])[CH3:13])[NH:10][C:9](=[O:22])[O:8][CH2:1][C:2]1[CH:7]=[CH:6][CH:5]=[CH:4][CH:3]=1)([C:43]([CH3:44])([CH3:45])[CH3:46])([CH3:42])[CH3:41]. Given the reactants [CH2:1]([O:8][C:9](=[O:22])[NH:10][C@H:11]([C:15](=[O:21])[NH:16][CH2:17][CH2:18][CH:19]=O)[C@@H:12]([OH:14])[CH3:13])[C:2]1[CH:7]=[CH:6][CH:5]=[CH:4][CH:3]=1.[NH2:23][C@@H:24]([C@H:32]([C@@H:34]1[C@@H:38]([O:39][Si:40]([C:43]([CH3:46])([CH3:45])[CH3:44])([CH3:42])[CH3:41])[C@@H:37]([O:47][Si:48]([C:51]([CH3:54])([CH3:53])[CH3:52])([CH3:50])[CH3:49])[C@H:36]([N:55]2[CH:60]=[CH:59][C:58](=[O:61])[N:57]([CH2:62][C:63]3[CH:68]=[CH:67][C:66]([O:69][CH3:70])=[CH:65][CH:64]=3)[C:56]2=[O:71])[O:35]1)[OH:33])[C:25]([O:27][C:28]([CH3:31])([CH3:30])[CH3:29])=[O:26].C(O[BH-](OC(=O)C)OC(=O)C)(=O)C.[Na+], predict the reaction product. (2) Given the reactants I[C:2]1[O:6][N:5]=[C:4]([C:7]2[CH:12]=[CH:11][CH:10]=[CH:9][N:8]=2)[CH:3]=1.CC1(C)C(C)(C)OB([C:21]2[CH:22]=[N:23][CH:24]=[C:25]([CH:28]=2)[C:26]#[N:27])O1.N, predict the reaction product. The product is: [N:8]1[CH:9]=[CH:10][CH:11]=[CH:12][C:7]=1[C:4]1[CH:3]=[C:2]([C:21]2[CH:22]=[N:23][CH:24]=[C:25]([CH:28]=2)[C:26]#[N:27])[O:6][N:5]=1. (3) Given the reactants N[NH-].[C:3](Cl)(=O)[C:4]1[CH:9]=[CH:8][CH:7]=[CH:6][CH:5]=1.C(N(CC)CC)C.[NH2:19][C:20]1[CH:38]=[CH:37][C:23]2[N:24]=[C:25]([NH:28][C:29]3[C:34]([Cl:35])=[CH:33][CH:32]=[CH:31][C:30]=3[Cl:36])[N:26]([CH3:27])[C:22]=2[C:21]=1[C:39]([NH2:41])=[O:40], predict the reaction product. The product is: [Cl:36][C:30]1[CH:31]=[CH:32][CH:33]=[C:34]([Cl:35])[C:29]=1[NH:28][C:25]1[N:26]([CH3:27])[C:22]2=[C:21]3[C:20](=[CH:38][CH:37]=[C:23]2[N:24]=1)[N:19]=[C:3]([C:4]1[CH:9]=[CH:8][CH:7]=[CH:6][CH:5]=1)[NH:41][C:39]3=[O:40]. (4) Given the reactants [CH3:1][C:2]1[S:6][C:5]([CH2:7][N:8]([C:16]2[CH:21]=[C:20]([O:22][CH2:23][C@H:24]3[CH2:26][C@@H:25]3[C:27]3[CH:32]=[CH:31][C:30]([CH3:33])=[CH:29][N:28]=3)[N:19]=[C:18]([CH3:34])[N:17]=2)C(=O)OC(C)(C)C)=[N:4][N:3]=1.C([O-])([O-])=O.[K+].[K+], predict the reaction product. The product is: [CH3:34][C:18]1[N:17]=[C:16]([NH:8][CH2:7][C:5]2[S:6][C:2]([CH3:1])=[N:3][N:4]=2)[CH:21]=[C:20]([O:22][CH2:23][C@H:24]2[CH2:26][C@@H:25]2[C:27]2[CH:32]=[CH:31][C:30]([CH3:33])=[CH:29][N:28]=2)[N:19]=1.